Dataset: Full USPTO retrosynthesis dataset with 1.9M reactions from patents (1976-2016). Task: Predict the reactants needed to synthesize the given product. (1) The reactants are: [OH:1][C:2]1[CH:9]=[CH:8][C:5]([CH:6]=[O:7])=[CH:4][CH:3]=1.I[C:11]1([CH3:17])[CH2:15][CH2:14][CH:13](C)[CH2:12]1.[I-].[Na+]. Given the product [CH:11]1([CH2:17][O:1][C:2]2[CH:9]=[CH:8][C:5]([CH:6]=[O:7])=[CH:4][CH:3]=2)[CH2:15][CH2:14][CH2:13][CH2:12]1, predict the reactants needed to synthesize it. (2) Given the product [Br:1][C:2]1[CH:3]=[N:4][C:5]([NH:11][CH2:9][CH3:10])=[N:6][CH:7]=1, predict the reactants needed to synthesize it. The reactants are: [Br:1][C:2]1[CH:3]=[N:4][C:5](Cl)=[N:6][CH:7]=1.[CH2:9]([NH2:11])[CH3:10].N#N. (3) Given the product [C:1]([O:4][CH2:5][CH2:6][N:7]1[CH:16]=[CH:15][C:14]2[C:9](=[CH:10][CH:11]=[C:12]([Cl:18])[C:13]=2[NH:17][C:28](=[O:29])[CH2:27][C:24]2[CH:25]=[CH:26][C:21]([F:20])=[C:22]([C:31]([F:32])([F:34])[F:33])[CH:23]=2)[C:8]1=[O:19])(=[O:3])[CH3:2], predict the reactants needed to synthesize it. The reactants are: [C:1]([O:4][CH2:5][CH2:6][N:7]1[CH:16]=[CH:15][C:14]2[C:9](=[CH:10][CH:11]=[C:12]([Cl:18])[C:13]=2[NH2:17])[C:8]1=[O:19])(=[O:3])[CH3:2].[F:20][C:21]1[CH:26]=[CH:25][C:24]([CH2:27][C:28](O)=[O:29])=[CH:23][C:22]=1[C:31]([F:34])([F:33])[F:32].F[P-](F)(F)(F)(F)F.C[N+](C)=C(N(C)C)ON1C2N=CC=CC=2N=N1.C(N(CC)C(C)C)(C)C.C(Cl)Cl. (4) Given the product [Cl:1][C:2]1[C:17]([O:18][CH2:19][CH2:20][N:21]2[CH:25]=[N:24][N:23]=[N:22]2)=[C:16]([Cl:26])[CH:15]=[CH:14][C:3]=1[C:4]([C:33]1[C:40]([CH3:41])=[N:42][N:29]([CH3:30])[C:32]=1[OH:38])=[O:6], predict the reactants needed to synthesize it. The reactants are: [Cl:1][C:2]1[C:17]([O:18][CH2:19][CH2:20][N:21]2[CH:25]=[N:24][N:23]=[N:22]2)=[C:16]([Cl:26])[CH:15]=[CH:14][C:3]=1[C:4]([O:6]C1N(C)N=C(C)C=1)=O.C([N:29]([CH2:32][CH3:33])[CH2:30]C)C.CC(C)([OH:38])C#N.[C:40](#[N:42])[CH3:41]. (5) Given the product [C:11]([C:2]1[CH:3]=[C:4]([O:8][CH3:9])[CH:5]=[N:6][CH:7]=1)#[CH:16], predict the reactants needed to synthesize it. The reactants are: Br[C:2]1[CH:3]=[C:4]([O:8][CH3:9])[CH:5]=[N:6][CH:7]=1.Cl[C:11]1[CH:16]=CC(C#C)=CN=1. (6) Given the product [CH3:11][O:12][C:13]1[CH:14]=[C:15]([CH:16]=[CH:1][C:2]([C:4]2[CH:9]=[CH:8][C:7]([I:10])=[CH:6][CH:5]=2)=[O:3])[CH:18]=[CH:19][C:20]=1[O:21][CH3:22], predict the reactants needed to synthesize it. The reactants are: [CH3:1][C:2]([C:4]1[CH:9]=[CH:8][C:7]([I:10])=[CH:6][CH:5]=1)=[O:3].[CH3:11][O:12][C:13]1[CH:14]=[C:15]([CH:18]=[CH:19][C:20]=1[O:21][CH3:22])[CH:16]=O.[OH-].[K+]. (7) Given the product [CH3:27][C:28]1[CH:35]=[C:34]([CH3:36])[CH:33]=[CH:32][C:29]=1[CH2:30][N:11]1[CH2:12][CH2:13][N:8]([CH2:14][C:15]2[N:16]=[N:17][C:18]3[C:19](=[C:21]([NH2:26])[N:22]=[C:23]([NH2:25])[N:24]=3)[N:20]=2)[CH2:9][CH2:10]1, predict the reactants needed to synthesize it. The reactants are: OC(C(F)(F)F)=O.[N:8]1([CH2:14][C:15]2[N:16]=[N:17][C:18]3[C:19](=[C:21]([NH2:26])[N:22]=[C:23]([NH2:25])[N:24]=3)[N:20]=2)[CH2:13][CH2:12][NH:11][CH2:10][CH2:9]1.[CH3:27][C:28]1[CH:35]=[C:34]([CH3:36])[CH:33]=[CH:32][C:29]=1[CH2:30]Cl.C(=O)([O-])[O-].[K+].[K+].CC#N.O. (8) Given the product [I:24][C:8]1[C:7]2[C:11](=[CH:12][CH:13]=[C:5]([C:3]3[N:4]=[C:34]([C:33]([Cl:38])([Cl:37])[Cl:32])[O:1][N:2]=3)[CH:6]=2)[N:10]([S:14]([C:17]2[CH:23]=[CH:22][C:20]([CH3:21])=[CH:19][CH:18]=2)(=[O:16])=[O:15])[CH:9]=1, predict the reactants needed to synthesize it. The reactants are: [OH:1][N:2]=[C:3]([C:5]1[CH:6]=[C:7]2[C:11](=[CH:12][CH:13]=1)[N:10]([S:14]([C:17]1[CH:23]=[CH:22][C:20]([CH3:21])=[CH:19][CH:18]=1)(=[O:16])=[O:15])[CH:9]=[C:8]2[I:24])[NH2:4].CCN(CC)CC.[Cl:32][C:33]([Cl:38])([Cl:37])[C:34](Cl)=O.O. (9) Given the product [Cl:19][C:18]1[C:2]([Cl:1])=[CH:3][C:4]2[N:8]([CH2:21][C:22]3[CH:31]=[CH:30][C:29]4[C:24](=[CH:25][CH:26]=[CH:27][CH:28]=4)[CH:23]=3)[C:7]([C:9]3[CH:10]=[CH:11][C:12]([CH:15]=[O:16])=[CH:13][CH:14]=3)=[N:6][C:5]=2[CH:17]=1, predict the reactants needed to synthesize it. The reactants are: [Cl:1][C:2]1[C:18]([Cl:19])=[CH:17][C:5]2[N:6]=[C:7]([C:9]3[CH:14]=[CH:13][C:12]([CH:15]=[O:16])=[CH:11][CH:10]=3)[NH:8][C:4]=2[CH:3]=1.Cl[CH2:21][C:22]1[CH:31]=[CH:30][C:29]2[C:24](=[CH:25][CH:26]=[CH:27][CH:28]=2)[CH:23]=1. (10) Given the product [N:1]1[CH:6]=[CH:5][C:4]([N:7]2[CH2:11][CH2:10][C:9]3([CH2:16][CH2:15][N:14]([C:17]([C:19]4[CH:20]=[C:21]5[C:25](=[CH:26][CH:27]=4)[N:24]([CH2:28][C:29]([OH:31])=[O:30])[CH:23]=[CH:22]5)=[O:18])[CH2:13][CH2:12]3)[CH2:8]2)=[CH:3][CH:2]=1, predict the reactants needed to synthesize it. The reactants are: [N:1]1[CH:6]=[CH:5][C:4]([N:7]2[CH2:11][CH2:10][C:9]3([CH2:16][CH2:15][N:14]([C:17]([C:19]4[CH:20]=[C:21]5[C:25](=[CH:26][CH:27]=4)[N:24]([CH2:28][C:29]([O:31]C(C)(C)C)=[O:30])[CH:23]=[CH:22]5)=[O:18])[CH2:13][CH2:12]3)[CH2:8]2)=[CH:3][CH:2]=1.C(O)(C(F)(F)F)=O.